Dataset: Catalyst prediction with 721,799 reactions and 888 catalyst types from USPTO. Task: Predict which catalyst facilitates the given reaction. (1) Reactant: [Si]([O:8][C@H:9]1[CH2:13][C@H:12]([O:14][C:15]2[C:20]([F:21])=[CH:19][C:18]([S:22]([N:25]([CH2:32][C:33]3[CH:38]=[CH:37][C:36]([O:39][CH3:40])=[CH:35][C:34]=3[O:41][CH3:42])[C:26]3[CH:31]=[CH:30][N:29]=[CH:28][N:27]=3)(=[O:24])=[O:23])=[C:17]([F:43])[CH:16]=2)[C@@H:11]([C:44]2[N:48]([CH3:49])[N:47]=[CH:46][CH:45]=2)[CH2:10]1)(C(C)(C)C)(C)C.[F-].C([N+](CCCC)(CCCC)CCCC)CCC. Product: [CH3:42][O:41][C:34]1[CH:35]=[C:36]([O:39][CH3:40])[CH:37]=[CH:38][C:33]=1[CH2:32][N:25]([C:26]1[CH:31]=[CH:30][N:29]=[CH:28][N:27]=1)[S:22]([C:18]1[CH:19]=[C:20]([F:21])[C:15]([O:14][C@H:12]2[CH2:13][C@H:9]([OH:8])[CH2:10][C@@H:11]2[C:44]2[N:48]([CH3:49])[N:47]=[CH:46][CH:45]=2)=[CH:16][C:17]=1[F:43])(=[O:23])=[O:24]. The catalyst class is: 1. (2) Reactant: [C:1]([O:5][C:6]([NH:8][C:9]1[CH:10]=[CH:11][C:12]([C:15]2[N:19]([C:20]3[CH:25]=[N:24][CH:23]=[CH:22][N:21]=3)[N:18]=[C:17]([C:26]([O:28]CC)=[O:27])[CH:16]=2)=[N:13][CH:14]=1)=[O:7])([CH3:4])([CH3:3])[CH3:2].[OH-].[Na+]. Product: [C:1]([O:5][C:6]([NH:8][C:9]1[CH:10]=[CH:11][C:12]([C:15]2[N:19]([C:20]3[CH:25]=[N:24][CH:23]=[CH:22][N:21]=3)[N:18]=[C:17]([C:26]([OH:28])=[O:27])[CH:16]=2)=[N:13][CH:14]=1)=[O:7])([CH3:4])([CH3:2])[CH3:3]. The catalyst class is: 8. (3) Reactant: Br[CH2:2][C:3]1[CH:4]=[C:5]([N:12]2[CH2:17][CH2:16][O:15][CH2:14][CH2:13]2)[CH:6]=[C:7]([N+:9]([O-:11])=[O:10])[CH:8]=1.[CH3:18][O-:19].[Na+].CO.[H-].[Na+]. Product: [CH3:18][O:19][CH2:2][C:3]1[CH:4]=[C:5]([N:12]2[CH2:17][CH2:16][O:15][CH2:14][CH2:13]2)[CH:6]=[C:7]([N+:9]([O-:11])=[O:10])[CH:8]=1. The catalyst class is: 1. (4) Reactant: [H-].[Na+].C(OP([CH2:11][C:12]1[CH:17]=[CH:16][CH:15]=[C:14]([N+:18]([O-:20])=[O:19])[CH:13]=1)(OCC)=O)C.[O:21]1[C:25]2([CH2:30][CH2:29][C:28](=O)[CH2:27][CH2:26]2)[O:24][CH2:23][CH2:22]1. Product: [N+:18]([C:14]1[CH:13]=[C:12]([CH:11]=[C:28]2[CH2:29][CH2:30][C:25]3([O:24][CH2:23][CH2:22][O:21]3)[CH2:26][CH2:27]2)[CH:17]=[CH:16][CH:15]=1)([O-:20])=[O:19]. The catalyst class is: 1. (5) Reactant: [C:1](Cl)(=[O:3])[CH3:2].[F:5][C:6]([F:44])([F:43])[C:7]1[CH:8]=[C:9]([CH:36]=[C:37]([C:39]([F:42])([F:41])[F:40])[CH:38]=1)[CH2:10][N:11]1[C:15]([N:16]2[CH2:21][CH2:20][NH:19][CH2:18][CH2:17]2)=[C:14]([C:22]([N:24]2[CH2:28][CH2:27][CH2:26][C@@H:25]2[C:29]2[CH:34]=[CH:33][CH:32]=[CH:31][C:30]=2[Cl:35])=[O:23])[N:13]=[N:12]1.C(N(CC)CC)C. Product: [F:44][C:6]([F:5])([F:43])[C:7]1[CH:8]=[C:9]([CH:36]=[C:37]([C:39]([F:40])([F:42])[F:41])[CH:38]=1)[CH2:10][N:11]1[C:15]([N:16]2[CH2:21][CH2:20][N:19]([C:1](=[O:3])[CH3:2])[CH2:18][CH2:17]2)=[C:14]([C:22]([N:24]2[CH2:28][CH2:27][CH2:26][C@@H:25]2[C:29]2[CH:34]=[CH:33][CH:32]=[CH:31][C:30]=2[Cl:35])=[O:23])[N:13]=[N:12]1. The catalyst class is: 46. (6) Reactant: [C:1]([C:3]1[CH:8]=[CH:7][CH:6]=[CH:5][C:4]=1[C:9]1[CH:14]=[CH:13][C:12]([CH2:15][CH:16]([C:22](=O)[CH2:23][CH2:24][CH3:25])[C:17](OCC)=[O:18])=[CH:11][CH:10]=1)#[N:2].Cl.[CH3:28][C:29]1[CH:33]=[C:32]([NH:34][CH:35]2[CH2:40][CH2:39][O:38][CH2:37][CH2:36]2)[NH:31][N:30]=1.C(N(CC)C1C=CC=CC=1)C. Product: [CH3:28][C:29]1[CH:33]=[C:32]2[N:34]([CH:35]3[CH2:40][CH2:39][O:38][CH2:37][CH2:36]3)[C:17](=[O:18])[C:16]([CH2:15][C:12]3[CH:13]=[CH:14][C:9]([C:4]4[C:3]([C:1]#[N:2])=[CH:8][CH:7]=[CH:6][CH:5]=4)=[CH:10][CH:11]=3)=[C:22]([CH2:23][CH2:24][CH3:25])[N:31]2[N:30]=1. The catalyst class is: 13. (7) Reactant: Cl[C:2]1[N:7]=[CH:6][N:5]=[C:4]([O:8][CH:9]2[CH2:14][CH2:13][N:12]([C:15]([O:17][CH:18]([CH3:20])[CH3:19])=[O:16])[CH2:11][CH2:10]2)[C:3]=1[CH3:21].[NH:22]1[C:29]2[N:25]([N:26]=[CH:27][CH:28]=2)[CH2:24][CH2:23]1.C(=O)([O-])[O-].[Cs+].[Cs+]. Product: [OH-:8].[NH4+:5].[N:22]1([C:2]2[N:7]=[CH:6][N:5]=[C:4]([O:8][CH:9]3[CH2:14][CH2:13][N:12]([C:15]([O:17][CH:18]([CH3:20])[CH3:19])=[O:16])[CH2:11][CH2:10]3)[C:3]=2[CH3:21])[C:29]2[N:25]([N:26]=[CH:27][CH:28]=2)[CH2:24][CH2:23]1. The catalyst class is: 264. (8) Reactant: [N:1]([CH2:4][CH2:5][C:6]1[C:15]2[CH2:14][S:13][N:12]=[C:11]([NH:16][C:17](=[O:23])[O:18][C:19]([CH3:22])([CH3:21])[CH3:20])[C:10]3=[N:24][N:25]([CH2:27][C:28]4[C:33]([CH3:34])=[C:32]([O:35][CH3:36])[C:31]([CH3:37])=[CH:30][N:29]=4)[N:26]=[C:8]([C:9]=23)[CH:7]=1)=[N+]=[N-].C1(P(C2C=CC=CC=2)C2C=CC=CC=2)C=CC=CC=1.O1CCCC1.[OH-].[Na+]. Product: [NH2:1][CH2:4][CH2:5][C:6]1[C:15]2[CH2:14][S:13][N:12]=[C:11]([NH:16][C:17](=[O:23])[O:18][C:19]([CH3:20])([CH3:21])[CH3:22])[C:10]3=[N:24][N:25]([CH2:27][C:28]4[C:33]([CH3:34])=[C:32]([O:35][CH3:36])[C:31]([CH3:37])=[CH:30][N:29]=4)[N:26]=[C:8]([C:9]=23)[CH:7]=1. The catalyst class is: 6.